From a dataset of Forward reaction prediction with 1.9M reactions from USPTO patents (1976-2016). Predict the product of the given reaction. (1) Given the reactants [Cl:1][C:2]1[CH:17]=[CH:16][C:15]([Cl:18])=[CH:14][C:3]=1[O:4][C:5]1[C:10]([C:11]([OH:13])=O)=[CH:9][N:8]=[CH:7][N:6]=1.[NH:19]1[C:28]2[C:23](=[CH:24][CH:25]=[CH:26][CH:27]=2)[NH:22][CH2:21][CH2:20]1, predict the reaction product. The product is: [Cl:1][C:2]1[CH:17]=[CH:16][C:15]([Cl:18])=[CH:14][C:3]=1[O:4][C:5]1[C:10]([C:11]([N:19]2[C:28]3[C:23](=[CH:24][CH:25]=[CH:26][CH:27]=3)[NH:22][CH2:21][CH2:20]2)=[O:13])=[CH:9][N:8]=[CH:7][N:6]=1. (2) Given the reactants C([O:3][C:4](=[O:26])[CH2:5][O:6][N:7]=[C:8]1[C:20]2[C:15](=[N:16][C:17]([C:23](=[O:25])[NH2:24])=[C:18]([C:21]#[N:22])[N:19]=2)[C:14]2[CH:13]=[CH:12][CH:11]=[CH:10][C:9]1=2)C.O[Li].O.Cl, predict the reaction product. The product is: [C:23]([C:17]1[N:16]=[C:15]2[C:14]3[CH:13]=[CH:12][CH:11]=[CH:10][C:9]=3[C:8](=[N:7][O:6][CH2:5][C:4]([OH:26])=[O:3])[C:20]2=[N:19][C:18]=1[C:21]#[N:22])(=[O:25])[NH2:24]. (3) Given the reactants [Cl:1][C:2]1[CH:12]=[C:11]([N+:13]([O-])=O)[CH:10]=[CH:9][C:3]=1[C:4]([NH:6][CH2:7][CH3:8])=[O:5].[Cl-].[Ca+2].[Cl-].C(O)C, predict the reaction product. The product is: [NH2:13][C:11]1[CH:10]=[CH:9][C:3]([C:4]([NH:6][CH2:7][CH3:8])=[O:5])=[C:2]([Cl:1])[CH:12]=1. (4) Given the reactants [CH2:1]1[C:6]2([CH2:11][CH2:10][CH2:9][CH2:8][CH2:7]2)[CH2:5][CH2:4][CH:3]([O:12][C:13]2[CH:14]=[C:15]3[C:20](=[CH:21][CH:22]=2)[CH:19]=[C:18]([CH2:23][OH:24])[CH:17]=[CH:16]3)[CH2:2]1.C(Cl)Cl.CC(OI1(OC(C)=O)(OC(C)=O)OC(=O)C2C=CC=CC1=2)=O, predict the reaction product. The product is: [CH2:5]1[C:6]2([CH2:7][CH2:8][CH2:9][CH2:10][CH2:11]2)[CH2:1][CH2:2][CH:3]([O:12][C:13]2[CH:14]=[C:15]3[C:20](=[CH:21][CH:22]=2)[CH:19]=[C:18]([CH:23]=[O:24])[CH:17]=[CH:16]3)[CH2:4]1. (5) Given the reactants [Cl:1][C:2]1[CH:3]=[C:4]2[C:10]3([CH2:14][CH2:13][N:12]([C:15]([O:17]C(C)(C)C)=O)[CH2:11]3)[CH2:9][NH:8][C:5]2=[CH:6][CH:7]=1.Cl[C:23](=[O:29])C(OCC)=O.[NH2:30][C:31]1[S:32][C:33]([O:36][CH3:37])=[CH:34][N:35]=1.[CH3:38][NH2:39].[O:40]1[CH2:44]CCC1, predict the reaction product. The product is: [Cl:1][C:2]1[CH:3]=[C:4]2[C:10]3([CH2:14][CH2:13][N:12]([C:15](=[O:17])[C:44]([NH:39][CH3:38])=[O:40])[CH2:11]3)[CH2:9][N:8]([C:23]([NH:30][C:31]3[S:32][C:33]([O:36][CH3:37])=[CH:34][N:35]=3)=[O:29])[C:5]2=[CH:6][CH:7]=1. (6) Given the reactants [S:1]1[CH:5]=[CH:4][C:3](B(O)O)=[CH:2]1.O([C:17]1[CH2:22][CH2:21][CH2:20][CH2:19][CH:18]=1)S(C(F)(F)F)(=O)=O, predict the reaction product. The product is: [S:1]1[CH:5]=[CH:4][C:3]([C:17]2[CH2:22][CH2:21][CH2:20][CH2:19][CH:18]=2)=[CH:2]1. (7) Given the reactants [CH3:1][O:2][C:3]1[CH:4]=[C:5]2[C:10](=[CH:11][C:12]=1[O:13][CH3:14])[N:9]=[CH:8][CH:7]=[C:6]2[O:15][C:16]1[C:21]([CH3:22])=[CH:20][C:19]([NH:23][C:24](=O)[CH2:25][CH2:26][O:27][C:28]2[CH:33]=[CH:32][CH:31]=[CH:30][C:29]=2[CH3:34])=[C:18]([CH3:36])[CH:17]=1.Cl.[OH-].[Na+], predict the reaction product. The product is: [CH3:1][O:2][C:3]1[CH:4]=[C:5]2[C:10](=[CH:11][C:12]=1[O:13][CH3:14])[N:9]=[CH:8][CH:7]=[C:6]2[O:15][C:16]1[C:21]([CH3:22])=[CH:20][C:19]([NH:23][CH2:24][CH2:25][CH2:26][O:27][C:28]2[CH:33]=[CH:32][CH:31]=[CH:30][C:29]=2[CH3:34])=[C:18]([CH3:36])[CH:17]=1. (8) Given the reactants [OH:1][C@H:2]([C:23]1[C:32]2[C:27](=[CH:28][CH:29]=[C:30]([O:33][CH3:34])[CH:31]=2)[N:26]=[CH:25][CH:24]=1)[CH2:3][CH2:4][C@@H:5]1[CH2:10][CH2:9][N:8]([CH:11]2[CH2:14][CH:13]([C:15]3[CH:20]=[CH:19][CH:18]=[CH:17][CH:16]=3)[CH2:12]2)[CH2:7][C@@H:6]1[C:21]#[N:22].[N-:35]=[N+:36]=[N-:37].[Na+].Cl, predict the reaction product. The product is: [CH3:34][O:33][C:30]1[CH:31]=[C:32]2[C:27](=[CH:28][CH:29]=1)[N:26]=[CH:25][CH:24]=[C:23]2[C@@H:2]([OH:1])[CH2:3][CH2:4][C@@H:5]1[CH2:10][CH2:9][N:8]([CH:11]2[CH2:12][CH:13]([C:15]3[CH:20]=[CH:19][CH:18]=[CH:17][CH:16]=3)[CH2:14]2)[CH2:7][C@@H:6]1[C:21]1[N:35]=[N:36][NH:37][N:22]=1. (9) Given the reactants CO[C:3]([C:5]1[NH:6][N:7]=[C:8]([O:10][CH2:11][C:12]2[C:13]([C:18]3[CH:23]=[CH:22][C:21]([F:24])=[CH:20][N:19]=3)=[N:14][O:15][C:16]=2[CH3:17])[CH:9]=1)=[O:4].[NH2:25][N:26]1[CH2:31][CH2:30][O:29][CH2:28][CH2:27]1, predict the reaction product. The product is: [N:26]1([NH:25][C:3]([C:5]2[NH:6][N:7]=[C:8]([O:10][CH2:11][C:12]3[C:13]([C:18]4[CH:23]=[CH:22][C:21]([F:24])=[CH:20][N:19]=4)=[N:14][O:15][C:16]=3[CH3:17])[CH:9]=2)=[O:4])[CH2:31][CH2:30][O:29][CH2:28][CH2:27]1.